From a dataset of Full USPTO retrosynthesis dataset with 1.9M reactions from patents (1976-2016). Predict the reactants needed to synthesize the given product. (1) Given the product [O:21]1[C:25]2[CH:26]=[CH:27][C:28]([C:2]3[S:6][C:5]([S:7]([NH:10][C:11]4[CH:19]=[CH:18][C:14]([C:15]([OH:17])=[O:16])=[C:13]([OH:20])[CH:12]=4)(=[O:9])=[O:8])=[CH:4][CH:3]=3)=[CH:29][C:24]=2[CH2:23][CH2:22]1, predict the reactants needed to synthesize it. The reactants are: Br[C:2]1[S:6][C:5]([S:7]([NH:10][C:11]2[CH:19]=[CH:18][C:14]([C:15]([OH:17])=[O:16])=[C:13]([OH:20])[CH:12]=2)(=[O:9])=[O:8])=[CH:4][CH:3]=1.[O:21]1[C:25]2[CH:26]=[CH:27][C:28](B(O)O)=[CH:29][C:24]=2[CH2:23][CH2:22]1. (2) Given the product [Cl:1][C:2]1[CH:7]=[C:6]([Cl:8])[C:5]([F:9])=[CH:4][C:3]=1[C:10]1([C:11]#[N:12])[CH2:15][CH2:14]1, predict the reactants needed to synthesize it. The reactants are: [Cl:1][C:2]1[CH:7]=[C:6]([Cl:8])[C:5]([F:9])=[CH:4][C:3]=1[CH2:10][C:11]#[N:12].Br[CH2:14][CH2:15]Br.[OH-].[Na+].[Br-]. (3) Given the product [Cl:15][C:13]1[CH:12]=[CH:11][C:10]([C:16]2[N:20]=[C:19]([CH2:21][O:22][C:23]3[C:24]([F:33])=[C:25]([C:29]([F:32])=[CH:30][CH:31]=3)[C:26]([NH2:28])=[O:27])[S:18][N:17]=2)=[C:9]([OH:8])[CH:14]=1, predict the reactants needed to synthesize it. The reactants are: C([O:8][C:9]1[CH:14]=[C:13]([Cl:15])[CH:12]=[CH:11][C:10]=1[C:16]1[N:20]=[C:19]([CH2:21][O:22][C:23]2[C:24]([F:33])=[C:25]([C:29]([F:32])=[CH:30][CH:31]=2)[C:26]([NH2:28])=[O:27])[S:18][N:17]=1)C1C=CC=CC=1.CS(O)(=O)=O.C([O-])(O)=O.[Na+]. (4) Given the product [CH3:1][C:2]1[CH:3]=[C:4]([CH:7]=[CH:8][CH:9]=1)/[CH:5]=[C:13](\[CH2:14][CH2:15][CH2:16][CH2:17][CH3:18])/[C:11](=[O:10])[CH3:12], predict the reactants needed to synthesize it. The reactants are: [CH3:1][C:2]1[CH:3]=[C:4]([CH:7]=[CH:8][CH:9]=1)[CH:5]=O.[O:10]=[C:11]([CH:13](P(=O)(OCC)OCC)[CH2:14][CH2:15][CH2:16][CH2:17][CH3:18])[CH3:12]. (5) Given the product [N:10]1([C:8]([C@@H:6]2[CH2:7][C@H:2]([NH:1][S:39]([C:34]3[CH:35]=[CH:36][CH:37]=[CH:38][C:33]=3[N+:30]([O-:32])=[O:31])(=[O:40])=[O:41])[CH2:3][N:4]([C:16]([O:18][C:19]([CH3:22])([CH3:21])[CH3:20])=[O:17])[CH2:5]2)=[O:9])[CH2:15][CH2:14][O:13][CH2:12][CH2:11]1, predict the reactants needed to synthesize it. The reactants are: [NH2:1][C@H:2]1[CH2:7][C@@H:6]([C:8]([N:10]2[CH2:15][CH2:14][O:13][CH2:12][CH2:11]2)=[O:9])[CH2:5][N:4]([C:16]([O:18][C:19]([CH3:22])([CH3:21])[CH3:20])=[O:17])[CH2:3]1.C(N(CC)CC)C.[N+:30]([C:33]1[CH:38]=[CH:37][CH:36]=[CH:35][C:34]=1[S:39](Cl)(=[O:41])=[O:40])([O-:32])=[O:31].O. (6) The reactants are: [CH3:1][O:2][C:3]1[C:29]([O:30][CH3:31])=[CH:28][CH:27]=[C:26]2[C:4]=1[CH2:5][C:6]1[C:7]3[CH:8]2[CH2:9][N:10](S(C2C=CC(C)=CC=2)(=O)=O)[CH2:11][C:12]=3[CH:13]=[CH:14][CH:15]=1.CO.P([O-])([O-])(O)=O.[Na+].[Na+]. Given the product [CH3:1][O:2][C:3]1[C:29]([O:30][CH3:31])=[CH:28][CH:27]=[C:26]2[C:4]=1[CH2:5][C:6]1[C:7]3[CH:8]2[CH2:9][NH:10][CH2:11][C:12]=3[CH:13]=[CH:14][CH:15]=1, predict the reactants needed to synthesize it.